Dataset: Catalyst prediction with 721,799 reactions and 888 catalyst types from USPTO. Task: Predict which catalyst facilitates the given reaction. Reactant: [Cl:1][C:2]1[N:7]=[C:6](Cl)[CH:5]=[CH:4][N:3]=1.[NH2:9][C:10]1[CH:11]=[C:12]2[C:16](=[CH:17][CH:18]=1)[N:15]([C:19]([O:21][C:22]([CH3:25])([CH3:24])[CH3:23])=[O:20])[N:14]=[CH:13]2.CCN(C(C)C)C(C)C. Product: [Cl:1][C:2]1[N:7]=[C:6]([NH:9][C:10]2[CH:11]=[C:12]3[C:16](=[CH:17][CH:18]=2)[N:15]([C:19]([O:21][C:22]([CH3:25])([CH3:24])[CH3:23])=[O:20])[N:14]=[CH:13]3)[CH:5]=[CH:4][N:3]=1. The catalyst class is: 3.